This data is from Forward reaction prediction with 1.9M reactions from USPTO patents (1976-2016). The task is: Predict the product of the given reaction. (1) Given the reactants [O:1]([C:8]1[N:13]=[CH:12][C:11]([NH2:14])=[CH:10][CH:9]=1)[C:2]1[CH:7]=[CH:6][CH:5]=[CH:4][CH:3]=1.[Cl:15][C:16]1[CH:24]=[CH:23][C:19]([C:20](Cl)=[O:21])=[CH:18][C:17]=1[C:25](=[O:36])[NH:26][C:27]1[CH:28]=[C:29]2[CH:35]=[CH:34][NH:33][C:30]2=[N:31][CH:32]=1, predict the reaction product. The product is: [Cl:15][C:16]1[CH:24]=[CH:23][C:19]([C:20]([NH:14][C:11]2[CH:12]=[N:13][C:8]([O:1][C:2]3[CH:3]=[CH:4][CH:5]=[CH:6][CH:7]=3)=[CH:9][CH:10]=2)=[O:21])=[CH:18][C:17]=1[C:25]([NH:26][C:27]1[CH:28]=[C:29]2[CH:35]=[CH:34][NH:33][C:30]2=[N:31][CH:32]=1)=[O:36]. (2) Given the reactants [C:1]([Si:3]([CH3:6])([CH3:5])[CH3:4])#[CH:2].Br[C:8]1[C:13]([OH:14])=[CH:12][CH:11]=[CH:10][N:9]=1.C(N(CC)CC)C, predict the reaction product. The product is: [CH3:4][Si:3]([CH3:6])([CH3:5])[C:1]1[O:14][C:13]2[C:8](=[N:9][CH:10]=[CH:11][CH:12]=2)[CH:2]=1.